This data is from Catalyst prediction with 721,799 reactions and 888 catalyst types from USPTO. The task is: Predict which catalyst facilitates the given reaction. (1) Reactant: [OH:1][C:2]1[CH:10]=[C:9]([CH3:11])[CH:8]=[CH:7][C:3]=1[C:4]([NH2:6])=[O:5].[C:12]([O-])([O-])=O.[K+].[K+].COS(OC)(=O)=O. Product: [CH3:12][O:1][C:2]1[CH:10]=[C:9]([CH3:11])[CH:8]=[CH:7][C:3]=1[C:4]([NH2:6])=[O:5]. The catalyst class is: 21. (2) Reactant: [Cl:1][C:2]1[CH:3]=[CH:4][C:5]([OH:11])=[C:6]([C:8](=O)[CH3:9])[CH:7]=1.[CH3:12][N:13]1[CH2:18][CH2:17][N:16]([S:19]([C:22]2[CH:23]=[N:24][CH:25]=[C:26]([CH:31]=2)[C:27]([NH:29][NH2:30])=[O:28])(=[O:21])=[O:20])[CH2:15][CH2:14]1. Product: [Cl:1][C:2]1[CH:3]=[CH:4][C:5]([OH:11])=[C:6](/[C:8](=[N:30]/[NH:29][C:27](=[O:28])[C:26]2[CH:31]=[C:22]([S:19]([N:16]3[CH2:15][CH2:14][N:13]([CH3:12])[CH2:18][CH2:17]3)(=[O:21])=[O:20])[CH:23]=[N:24][CH:25]=2)/[CH3:9])[CH:7]=1. The catalyst class is: 130. (3) Reactant: [OH:1][C:2]1[CH:3]=[C:4]([CH:7]=[CH:8][CH:9]=1)[CH:5]=[O:6].[C:10]([O:15][C:16]([CH3:19])([CH3:18])[CH3:17])(=[O:14])[C@@H:11]([CH3:13])O.C1(P(C2C=CC=CC=2)C2C=CC=CC=2)C=CC=CC=1.N(C(OCC)=O)=NC(OCC)=O. The catalyst class is: 476. Product: [CH:5]([C:4]1[CH:3]=[C:2]([CH:9]=[CH:8][CH:7]=1)[O:1][C@@H:11]([CH3:13])[C:10]([O:15][C:16]([CH3:19])([CH3:18])[CH3:17])=[O:14])=[O:6]. (4) Reactant: [F:1][C:2]1[CH:3]=[C:4]([CH2:8][CH2:9][C@H:10]2[CH2:14][CH2:13][CH2:12][N:11]2C(OC(C)(C)C)=O)[CH:5]=[CH:6][CH:7]=1.C(O)(C(F)(F)F)=O. Product: [F:1][C:2]1[CH:3]=[C:4]([CH2:8][CH2:9][C@H:10]2[CH2:14][CH2:13][CH2:12][NH:11]2)[CH:5]=[CH:6][CH:7]=1. The catalyst class is: 2.